This data is from Full USPTO retrosynthesis dataset with 1.9M reactions from patents (1976-2016). The task is: Predict the reactants needed to synthesize the given product. (1) Given the product [CH3:39][C:38]1([CH3:40])[CH2:37][C:36]2[C:31](=[CH:32][CH:33]=[C:34]([C:41]([OH:43])=[O:42])[CH:35]=2)[NH:30][CH:29]1[C:25]1[CH:26]=[CH:27][CH:28]=[C:23]([NH:22][C:1]([C:2]2[CH:3]=[N:4][CH:5]=[CH:6][CH:7]=2)=[O:9])[CH:24]=1, predict the reactants needed to synthesize it. The reactants are: [C:1]([OH:9])(=O)[C:2]1[CH:7]=[CH:6][CH:5]=[N:4][CH:3]=1.C(N1C=CN=C1)(N1C=CN=C1)=O.[NH2:22][C:23]1[CH:24]=[C:25]([CH:29]2[C:38]([CH3:40])([CH3:39])[CH2:37][C:36]3[C:31](=[CH:32][CH:33]=[C:34]([C:41]([OH:43])=[O:42])[CH:35]=3)[NH:30]2)[CH:26]=[CH:27][CH:28]=1. (2) Given the product [O:19]=[C:20]1[CH2:25][CH2:24][CH2:23][CH2:22][N:21]1[C:26]1[CH:27]=[C:28]([C:29]([NH:1][C:2]2[CH:7]=[CH:6][C:5]([C@@H:8]3[CH2:10][C@H:9]3[NH:11][C:12](=[O:18])[O:13][C:14]([CH3:15])([CH3:17])[CH3:16])=[CH:4][CH:3]=2)=[O:30])[CH:32]=[CH:33][CH:34]=1, predict the reactants needed to synthesize it. The reactants are: [NH2:1][C:2]1[CH:7]=[CH:6][C:5]([C@@H:8]2[CH2:10][C@H:9]2[NH:11][C:12](=[O:18])[O:13][C:14]([CH3:17])([CH3:16])[CH3:15])=[CH:4][CH:3]=1.[O:19]=[C:20]1[CH2:25][CH2:24][CH2:23][CH2:22][N:21]1[C:26]1[CH:27]=[C:28]([CH:32]=[CH:33][CH:34]=1)[C:29](O)=[O:30].Cl.C(N=C=NCCCN(C)C)C.ON1C2C=CC=CC=2N=N1. (3) Given the product [Cl:3][C:7]1[C:12]([Cl:13])=[C:11]([CH:14]([F:16])[F:15])[N:10]=[CH:9][N:8]=1, predict the reactants needed to synthesize it. The reactants are: O=P(Cl)(Cl)[Cl:3].O[C:7]1[C:12]([Cl:13])=[C:11]([CH:14]([F:16])[F:15])[N:10]=[CH:9][N:8]=1. (4) Given the product [CH3:1][N:2]([CH3:24])[C:3]([C@@H:5]1[CH2:9][C@@H:8]([O:10][CH2:11][CH2:12][OH:13])[CH2:7][N:6]1[C:17]([O:19][C:20]([CH3:22])([CH3:21])[CH3:23])=[O:18])=[O:4], predict the reactants needed to synthesize it. The reactants are: [CH3:1][N:2]([CH3:24])[C:3]([C@@H:5]1[CH2:9][C@@H:8]([O:10][CH2:11][C:12](OCC)=[O:13])[CH2:7][N:6]1[C:17]([O:19][C:20]([CH3:23])([CH3:22])[CH3:21])=[O:18])=[O:4].[H-].[H-].[H-].[H-].[Li+].[Al+3].O.O.O.O.O.O.O.O.O.O.[O-]S([O-])(=O)=O.[Na+].[Na+]. (5) The reactants are: C(=O)([O-])[O-].[K+].[K+].CN(C=O)C.[Br:12][C:13]1[C:14]([Cl:24])=[C:15]([OH:23])[C:16]([S:19]([CH3:22])(=[O:21])=[O:20])=[CH:17][CH:18]=1.Br[CH2:26][CH2:27][CH:28]1[O:32][CH2:31][CH2:30][O:29]1. Given the product [Br:12][C:13]1[C:14]([Cl:24])=[C:15]([C:16]([S:19]([CH3:22])(=[O:21])=[O:20])=[CH:17][CH:18]=1)[O:23][CH2:26][CH2:27][CH:28]1[O:32][CH2:31][CH2:30][O:29]1, predict the reactants needed to synthesize it.